Dataset: Forward reaction prediction with 1.9M reactions from USPTO patents (1976-2016). Task: Predict the product of the given reaction. (1) Given the reactants [NH2:1][C:2]1[CH:3]=[CH:4][C:5]([O:13][CH:14]([C:21]2[CH:26]=[CH:25][CH:24]=[CH:23][CH:22]=2)[C:15]2[CH:20]=[CH:19][CH:18]=[CH:17][CH:16]=2)=[C:6]([C:8](=O)[CH:9]([CH3:11])[CH3:10])[CH:7]=1.C(N(C(C)C)CC)(C)C.C1C(=O)N(OC(ON2C(=O)CCC2=O)=O)[C:38](=[O:39])C1.[CH2:54]1[O:63][C:62]2[CH:61]=[CH:60][C:58]([NH2:59])=[CH:57][C:56]=2[O:55]1, predict the reaction product. The product is: [CH:14]([O:13][C:5]1[CH:4]=[CH:3][C:2]([NH:1][C:38]([NH:59][C:58]2[CH:60]=[CH:61][C:62]3[O:63][CH2:54][O:55][C:56]=3[CH:57]=2)=[O:39])=[CH:7][C:6]=1[CH2:8][CH:9]([CH3:11])[CH3:10])([C:21]1[CH:22]=[CH:23][CH:24]=[CH:25][CH:26]=1)[C:15]1[CH:16]=[CH:17][CH:18]=[CH:19][CH:20]=1. (2) Given the reactants [CH3:1][O:2][C:3]1[N:4]=[CH:5][C:6]2[CH2:11][CH2:10][NH:9][C:7]=2[N:8]=1, predict the reaction product. The product is: [CH3:1][O:2][C:3]1[N:4]=[CH:5][C:6]2[CH:11]=[CH:10][NH:9][C:7]=2[N:8]=1. (3) Given the reactants [C:1]([O:4][C@H:5](/[CH:7]=[CH:8]\[C:9]([NH:11][C@@H:12]1[CH2:17][C@H:16]([CH3:18])[C@H:15]([CH2:19]/[CH:20]=[C:21](\[CH3:75])/[CH:22]=[CH:23]/[C@H:24]2[O:31][C@H:30]([CH2:32][C:33](=[O:73])[NH:34][NH:35][C:36](=[O:72])[C@H:37]([CH3:71])[NH:38][C:39](=[O:70])[C@H:40]([CH:67]([CH3:69])[CH3:68])[NH:41][C:42](=[O:66])[CH2:43][CH2:44][CH2:45][CH2:46][CH2:47][NH:48]C(=O)OCC3C4C=CC=CC=4C4C3=CC=CC=4)[CH2:29][C@:26]3([O:28][CH2:27]3)[C@@H:25]2[OH:74])[O:14][C@@H:13]1[CH3:76])=[O:10])[CH3:6])(=[O:3])[CH3:2].N1CCCCC1.NCCCCCC(N[C@H](C(N[C@H](C(NC1C=CC(COC(NNC(=O)C[C@H]2O[C@H](/C=C/C(/C)=C/C[C@H]3[C@@H](C)C[C@@H](NC(=O)/C=C\[C@@H](OC(=O)C)C)[C@@H](C)O3)[C@@H](O)[C@@]3(OC3)C2)=O)=CC=1)=O)CCCNC(=O)N)=O)C(C)C)=O, predict the reaction product. The product is: [C:1]([OH:4])(=[O:3])[CH3:2].[C:1]([O:4][C@H:5](/[CH:7]=[CH:8]\[C:9]([NH:11][C@@H:12]1[CH2:17][C@H:16]([CH3:18])[C@H:15]([CH2:19]/[CH:20]=[C:21](\[CH3:75])/[CH:22]=[CH:23]/[C@H:24]2[O:31][C@H:30]([CH2:32][C:33]([NH:34][NH:35][C:36](=[O:72])[C@@H:37]([NH:38][C:39](=[O:70])[C@@H:40]([NH:41][C:42](=[O:66])[CH2:43][CH2:44][CH2:45][CH2:46][CH2:47][NH2:48])[CH:67]([CH3:69])[CH3:68])[CH3:71])=[O:73])[CH2:29][C@:26]3([O:28][CH2:27]3)[C@@H:25]2[OH:74])[O:14][C@@H:13]1[CH3:76])=[O:10])[CH3:6])(=[O:3])[CH3:2]. (4) Given the reactants C[O:2][C:3]([C@@H:5]1[CH2:9][C:8](=[O:10])[N:7]([C:11]2[CH:16]=[CH:15][C:14]([O:17][CH2:18][C:19]3[CH:24]=[CH:23][C:22]([F:25])=[CH:21][CH:20]=3)=[CH:13][CH:12]=2)[CH2:6]1)=[O:4].Cl, predict the reaction product. The product is: [F:25][C:22]1[CH:21]=[CH:20][C:19]([CH2:18][O:17][C:14]2[CH:13]=[CH:12][C:11]([N:7]3[C:8](=[O:10])[CH2:9][C@@H:5]([C:3]([OH:4])=[O:2])[CH2:6]3)=[CH:16][CH:15]=2)=[CH:24][CH:23]=1. (5) Given the reactants Br[C:2]1[N:6]2[N:7]=[CH:8][C:9]([C:11]([F:14])([F:13])[F:12])=[N:10][C:5]2=[N:4][CH:3]=1.CC1(C)COB([C:22]2[CH:23]=[CH:24][C:25]([F:37])=[C:26]([C:28]3[C:29]([C:35]#[N:36])=[CH:30][CH:31]=[C:32]([F:34])[CH:33]=3)[CH:27]=2)OC1, predict the reaction product. The product is: [F:34][C:32]1[CH:33]=[C:28]([C:26]2[CH:27]=[C:22]([C:2]3[N:6]4[N:7]=[CH:8][C:9]([C:11]([F:14])([F:13])[F:12])=[N:10][C:5]4=[N:4][CH:3]=3)[CH:23]=[CH:24][C:25]=2[F:37])[C:29]([C:35]#[N:36])=[CH:30][CH:31]=1. (6) Given the reactants [NH2:1][CH2:2][CH2:3][C:4]1[C:12]2[C:7](=[CH:8][CH:9]=[CH:10][CH:11]=2)[NH:6][CH:5]=1.[C:13]1(=O)[O:18][C:16](=[O:17])[C:15]2=[CH:19][CH:20]=[CH:21][CH:22]=[C:14]12.O, predict the reaction product. The product is: [NH:6]1[C:7]2[C:12](=[CH:11][CH:10]=[CH:9][CH:8]=2)[C:4]([CH2:3][CH2:2][N:1]2[C:16](=[O:17])[C:15]3[C:14](=[CH:22][CH:21]=[CH:20][CH:19]=3)[C:13]2=[O:18])=[CH:5]1. (7) Given the reactants [NH:1]1[C:9]2[C:4](=[C:5]([C:10]3[C:18]4[C:17]([NH:19][C@H:20]([C:22]5[N:27]([C:28]6[CH:33]=[CH:32][CH:31]=[CH:30][CH:29]=6)[C:26](=[O:34])[C:25]6=[C:35]([CH3:38])[CH:36]=[CH:37][N:24]6[N:23]=5)[CH3:21])=[N:16][CH:15]=[N:14][C:13]=4[N:12](COCC[Si](C)(C)C)[CH:11]=3)[CH:6]=[CH:7][CH:8]=2)[CH:3]=[CH:2]1.FC(F)(F)C(O)=O.N, predict the reaction product. The product is: [NH:1]1[C:9]2[C:4](=[C:5]([C:10]3[C:18]4[C:17]([NH:19][C@H:20]([C:22]5[N:27]([C:28]6[CH:33]=[CH:32][CH:31]=[CH:30][CH:29]=6)[C:26](=[O:34])[C:25]6=[C:35]([CH3:38])[CH:36]=[CH:37][N:24]6[N:23]=5)[CH3:21])=[N:16][CH:15]=[N:14][C:13]=4[NH:12][CH:11]=3)[CH:6]=[CH:7][CH:8]=2)[CH:3]=[CH:2]1. (8) Given the reactants C(OC(=O)[NH:7][C@H:8]([C:10]1[N:14]([C:15]2[CH:20]=[CH:19][CH:18]=[CH:17][CH:16]=2)[C:13]2[CH:21]=[C:22]([C:25]#[N:26])[CH:23]=[CH:24][C:12]=2[N:11]=1)[CH3:9])(C)(C)C, predict the reaction product. The product is: [NH2:7][C@H:8]([C:10]1[N:14]([C:15]2[CH:20]=[CH:19][CH:18]=[CH:17][CH:16]=2)[C:13]2[CH:21]=[C:22]([C:25]#[N:26])[CH:23]=[CH:24][C:12]=2[N:11]=1)[CH3:9].